This data is from Reaction yield outcomes from USPTO patents with 853,638 reactions. The task is: Predict the reaction yield, written as a fraction of the theoretical maximum amount of product (1.0 means a 100% yield; for example, 0.34 means a 34% yield). (1) The reactants are [Cl:1][C:2]1[CH:3]=[C:4]([CH:20]=[CH:21][C:22]=1[C:23]([N:25]1[CH2:29][CH2:28][CH2:27][CH:26]1[CH2:30][CH2:31][C:32](O)=[O:33])=[O:24])[C:5]([NH:7][C@H:8]([C:10]1[NH:14][C:13]2[CH:15]=[CH:16][C:17]([Cl:19])=[CH:18][C:12]=2[N:11]=1)[CH3:9])=[O:6].[CH3:35][N:36](C(ON1N=NC2C=CC=CC1=2)=[N+](C)C)C.[B-](F)(F)(F)F.C(N(C(C)C)CC)(C)C.CN.ClCl. The catalyst is O1CCCC1.ClCCl.C(O)C. The product is [Cl:1][C:2]1[CH:3]=[C:4]([CH:20]=[CH:21][C:22]=1[C:23]([N:25]1[CH2:29][CH2:28][CH2:27][CH:26]1[CH2:30][CH2:31][C:32]([NH:36][CH3:35])=[O:33])=[O:24])[C:5]([NH:7][C@H:8]([C:10]1[NH:14][C:13]2[CH:15]=[CH:16][C:17]([Cl:19])=[CH:18][C:12]=2[N:11]=1)[CH3:9])=[O:6]. The yield is 0.350. (2) The reactants are CC(C)([O-:4])C.[K+].[Cl:7][C:8]1[CH:13]=[CH:12][N:11]=[CH:10][C:9]=1[N+:14]([O-:16])=[O:15].CC(OO)(C)C. The catalyst is C1COCC1. The product is [Cl:7][C:8]1[C:9]([N+:14]([O-:16])=[O:15])=[CH:10][NH:11][C:12](=[O:4])[CH:13]=1. The yield is 0.350. (3) The reactants are B.O1CCCC1.[Br:7][C:8]1[C:32]([F:33])=[CH:31][C:11]2[O:12][C:13]3[CH:30]=[CH:29][CH:28]=[CH:27][C:14]=3[C@H:15]3[C@H:20]([NH:21][C:22](=[O:25])[O:23][CH3:24])[CH2:19][CH2:18][C:17](=O)[N:16]3[C:10]=2[CH:9]=1.Cl. The catalyst is C1COCC1.C(OCC)(=O)C. The product is [Br:7][C:8]1[C:32]([F:33])=[CH:31][C:11]2[O:12][C:13]3[CH:30]=[CH:29][CH:28]=[CH:27][C:14]=3[C@H:15]3[C@H:20]([NH:21][C:22](=[O:25])[O:23][CH3:24])[CH2:19][CH2:18][CH2:17][N:16]3[C:10]=2[CH:9]=1. The yield is 0.970. (4) The reactants are N1CCCCC1.[OH:7][C:8]1[CH:15]=[CH:14][C:11]([CH:12]=O)=[CH:10][C:9]=1[O:16][CH3:17].C([CH2:21][C:22]([NH:24][C:25]1[CH:33]=[CH:32][CH:31]=[CH:30][C:26]=1[C:27]([OH:29])=[O:28])=[O:23])(O)=O.Cl. The catalyst is C1(C)C=CC=CC=1. The product is [OH:7][C:8]1[CH:15]=[CH:14][C:11](/[CH:12]=[CH:21]/[C:22]([NH:24][C:25]2[CH:33]=[CH:32][CH:31]=[CH:30][C:26]=2[C:27]([OH:29])=[O:28])=[O:23])=[CH:10][C:9]=1[O:16][CH3:17]. The yield is 0.780.